From a dataset of Reaction yield outcomes from USPTO patents with 853,638 reactions. Predict the reaction yield, written as a fraction of the theoretical maximum amount of product (1.0 means a 100% yield; for example, 0.34 means a 34% yield). (1) The reactants are C1(P(C2CCCCC2)C2C=CC=CC=2C2C=CC=CC=2)CCCCC1.Cl[C:27]1[CH:32]=[C:31]([O:33][C:34]2[CH:39]=[CH:38][C:37]([NH:40][C:41]3[CH:46]=[C:45]([C:47]4[CH:52]=[CH:51][CH:50]=[CH:49][CH:48]=4)[N:44]=[C:43]([NH2:53])[N:42]=3)=[CH:36][CH:35]=2)[CH:30]=[CH:29][N:28]=1.[Li+].C[Si]([N-:59][Si](C)(C)C)(C)C.Cl.[OH-].[Na+]. The catalyst is C1C=CC(/C=C/C(/C=C/C2C=CC=CC=2)=O)=CC=1.C1C=CC(/C=C/C(/C=C/C2C=CC=CC=2)=O)=CC=1.C1C=CC(/C=C/C(/C=C/C2C=CC=CC=2)=O)=CC=1.[Pd].[Pd]. The product is [NH2:59][C:27]1[CH:32]=[C:31]([O:33][C:34]2[CH:39]=[CH:38][C:37]([NH:40][C:41]3[CH:46]=[C:45]([C:47]4[CH:52]=[CH:51][CH:50]=[CH:49][CH:48]=4)[N:44]=[C:43]([NH2:53])[N:42]=3)=[CH:36][CH:35]=2)[CH:30]=[CH:29][N:28]=1. The yield is 0.180. (2) The reactants are [CH3:1][C:2]1[O:8][CH:7]=[C:6]([OH:9])[C:4](=[O:5])[CH:3]=1.[CH:10](=[O:12])[CH3:11]. The catalyst is O. The product is [OH:12][CH:10]([C:7]1[O:8][C:2]([CH3:1])=[CH:3][C:4](=[O:5])[C:6]=1[OH:9])[CH3:11]. The yield is 0.830. (3) The reactants are C[O:2][C:3](=O)[C:4]1[CH:9]=[CH:8][C:7]([CH2:10][O:11][CH2:12][CH2:13][O:14][Si:15]([C:18]([CH3:21])([CH3:20])[CH3:19])([CH3:17])[CH3:16])=[CH:6][CH:5]=1.[2H-].[Al+3].[Li+].[2H-].[2H-].[2H-]. No catalyst specified. The product is [Si:15]([O:14][CH2:13][CH2:12][O:11][CH2:10][C:7]1[CH:8]=[CH:9][C:4]([CH2:3][OH:2])=[CH:5][CH:6]=1)([C:18]([CH3:21])([CH3:20])[CH3:19])([CH3:17])[CH3:16]. The yield is 0.860. (4) The reactants are Cl[C:2]1[N:7]=[C:6]([C:8]2[CH:9]=[N:10][N:11]([CH:13]([CH:17]3[CH2:19][CH2:18]3)[CH2:14][C:15]#[N:16])[CH:12]=2)[N:5]2[CH:20]=[CH:21][N:22]=[C:4]2[CH:3]=1.C([O-])([O-])=O.[K+].[K+].C1(P(C2C=CC=CC=2)C2C=CC=CC=2)C=CC=CC=1.[N:48]1[CH:49]=[CH:50][N:51]2[CH2:56][CH2:55][N:54](C(OC(C)(C)C)=O)[CH2:53][C:52]=12. The catalyst is O1CCOCC1.C(O[Pd]OC(=O)C)(=O)C. The product is [CH:17]1([CH:13]([N:11]2[CH:12]=[C:8]([C:6]3[N:5]4[CH:20]=[CH:21][N:22]=[C:4]4[CH:3]=[C:2]([C:50]4[N:51]5[CH2:56][CH2:55][NH:54][CH2:53][C:52]5=[N:48][CH:49]=4)[N:7]=3)[CH:9]=[N:10]2)[CH2:14][C:15]#[N:16])[CH2:19][CH2:18]1. The yield is 0.260.